This data is from Forward reaction prediction with 1.9M reactions from USPTO patents (1976-2016). The task is: Predict the product of the given reaction. (1) Given the reactants Br[C:2]1[S:3][C:4]([CH3:13])=[C:5]([C:7]2[CH:12]=[CH:11][CH:10]=[CH:9][CH:8]=2)[N:6]=1.[N:14]1([C:20]([O:22][C:23]([CH3:26])([CH3:25])[CH3:24])=[O:21])[CH2:19][CH2:18][NH:17][CH2:16][CH2:15]1.C(=O)([O-])[O-].[K+].[K+].O, predict the reaction product. The product is: [CH3:13][C:4]1[S:3][C:2]([N:17]2[CH2:16][CH2:15][N:14]([C:20]([O:22][C:23]([CH3:26])([CH3:25])[CH3:24])=[O:21])[CH2:19][CH2:18]2)=[N:6][C:5]=1[C:7]1[CH:12]=[CH:11][CH:10]=[CH:9][CH:8]=1. (2) Given the reactants CCN(C(C)C)C(C)C.F[C:11]1[C:12]([CH3:31])=[N:13][C:14]2[C:19]([N:20]=1)=[C:18]([C:21]1[NH:29][C:28]3[CH2:27][CH2:26][NH:25][C:24](=[O:30])[C:23]=3[CH:22]=1)[CH:17]=[CH:16][CH:15]=2.[NH2:32][CH:33]1[CH2:36][CH:35]([OH:37])[CH2:34]1, predict the reaction product. The product is: [OH:37][CH:35]1[CH2:36][CH:33]([NH:32][C:11]2[C:12]([CH3:31])=[N:13][C:14]3[C:19]([N:20]=2)=[C:18]([C:21]2[NH:29][C:28]4[CH2:27][CH2:26][NH:25][C:24](=[O:30])[C:23]=4[CH:22]=2)[CH:17]=[CH:16][CH:15]=3)[CH2:34]1.